Dataset: Catalyst prediction with 721,799 reactions and 888 catalyst types from USPTO. Task: Predict which catalyst facilitates the given reaction. (1) Reactant: Br[C:2]1[CH:3]=[CH:4][C:5]2[O:9][C:8](=[O:10])[N:7]([CH2:11][CH2:12][CH3:13])[C:6]=2[CH:14]=1.[CH3:15][C:16]1([CH3:32])[C:20]([CH3:22])([CH3:21])[O:19][B:18]([B:18]2[O:19][C:20]([CH3:22])([CH3:21])[C:16]([CH3:32])([CH3:15])[O:17]2)[O:17]1.C(Cl)Cl. Product: [CH2:11]([N:7]1[C:6]2[CH:14]=[C:2]([B:18]3[O:19][C:20]([CH3:22])([CH3:21])[C:16]([CH3:32])([CH3:15])[O:17]3)[CH:3]=[CH:4][C:5]=2[O:9][C:8]1=[O:10])[CH2:12][CH3:13]. The catalyst class is: 294. (2) Reactant: [F:1][C:2]1[CH:11]=[CH:10][C:5]([C:6]([O:8][CH3:9])=[O:7])=[CH:4][C:3]=1[NH:12][S:13]([CH3:16])(=[O:15])=[O:14].C([O-])([O-])=O.[K+].[K+].Cl.Cl[CH2:25][CH2:26][N:27]1[CH2:32][CH2:31][O:30][CH2:29][CH2:28]1.O. Product: [F:1][C:2]1[CH:11]=[CH:10][C:5]([C:6]([O:8][CH3:9])=[O:7])=[CH:4][C:3]=1[N:12]([CH2:25][CH2:26][N:27]1[CH2:32][CH2:31][O:30][CH2:29][CH2:28]1)[S:13]([CH3:16])(=[O:15])=[O:14]. The catalyst class is: 3.